From a dataset of Full USPTO retrosynthesis dataset with 1.9M reactions from patents (1976-2016). Predict the reactants needed to synthesize the given product. (1) Given the product [CH2:16]=[CH:17][CH2:18][CH2:19][CH2:20][CH2:21][CH2:22][CH2:23][CH2:24][CH2:25][CH2:26][CH3:27].[Cl:1][CH2:2][CH:3]([O:6][CH:26]([CH2:25][CH2:24][CH2:23][CH2:22][CH2:21][CH2:20][CH2:19][CH2:18][CH2:17][CH3:16])[CH3:27])[CH2:4][Cl:5], predict the reactants needed to synthesize it. The reactants are: [Cl:1][CH2:2][CH:3]([OH:6])[CH2:4][Cl:5].B(F)(F)F.CCOCC.[CH2:16]=[CH:17][CH2:18][CH2:19][CH2:20][CH2:21][CH2:22][CH2:23][CH2:24][CH2:25][CH2:26][CH3:27]. (2) Given the product [CH3:16][O:15][CH:14]([O:17][CH3:18])[CH2:13][N:12]1[C:3]2[C:4]([C:5]([O:7][CH3:8])=[O:6])=[CH:9][CH:10]=[CH:11][C:2]=2[NH:1][C:24]1=[O:25], predict the reactants needed to synthesize it. The reactants are: [NH2:1][C:2]1[C:3]([NH:12][CH2:13][CH:14]([O:17][CH3:18])[O:15][CH3:16])=[C:4]([CH:9]=[CH:10][CH:11]=1)[C:5]([O:7][CH3:8])=[O:6].N1C=CN=C1[C:24](C1NC=CN=1)=[O:25].